This data is from Full USPTO retrosynthesis dataset with 1.9M reactions from patents (1976-2016). The task is: Predict the reactants needed to synthesize the given product. (1) Given the product [NH2:28][C:27]1[N:29]=[C:30]([NH:20][CH:18]2[O:19][C@H:15]([CH2:14][O:13][P:1]([OH:4])([OH:3])=[O:2])[C@@H:16]([OH:32])[C@H:17]2[OH:31])[C:23]([NH2:22])=[C:24]([OH:25])[N:26]=1, predict the reactants needed to synthesize it. The reactants are: [P:1]([O:13][CH2:14][C@H:15]1[O:19][C@@H:18]([N:20]2[C:30]3[N:29]=[C:27]([NH2:28])[NH:26][C:24](=[O:25])[C:23]=3[N:22]=C2)[C@H:17]([OH:31])[C@@H:16]1[OH:32])([O:4]P(OP(O)(O)=O)(O)=O)(=[O:3])[OH:2].C([O-])=O.NC1N=C(NC2O[C@H](COP(O)(O)=O)[C@@H](O)[C@H]2O)C(N)=C(O)N=1.[O-]P(OP([O-])([O-])=O)(=O)[O-].N1C=C2C(N=CN2)=NC=1. (2) Given the product [NH:16]([C:24]([O:26][C:27]([CH3:29])([CH3:28])[CH3:30])=[O:25])[C@H:17]([C:21]([N:1]1[CH2:15][CH2:14][CH2:13][C@H:2]1[C:3]([O:5][CH2:6][C:7]1[CH:8]=[CH:9][CH:10]=[CH:11][CH:12]=1)=[O:4])=[O:22])[CH:18]([CH3:19])[CH3:20], predict the reactants needed to synthesize it. The reactants are: [NH:1]1[CH2:15][CH2:14][CH2:13][C@H:2]1[C:3]([O:5][CH2:6][C:7]1[CH:12]=[CH:11][CH:10]=[CH:9][CH:8]=1)=[O:4].[NH:16]([C:24]([O:26][C:27]([CH3:30])([CH3:29])[CH3:28])=[O:25])[C@H:17]([C:21](O)=[O:22])[CH:18]([CH3:20])[CH3:19].C1C=CC2N(O)N=NC=2C=1.CN1CCOCC1.C1CCC(N=C=NC2CCCCC2)CC1.